From a dataset of hERG Central: cardiac toxicity at 1µM, 10µM, and general inhibition. Predict hERG channel inhibition at various concentrations. The compound is CCc1nc2ccc(C(=O)N3CCN(c4ccc([N+](=O)[O-])cc4)CC3)cc2nc1CC. Results: hERG_inhib (hERG inhibition (general)): blocker.